This data is from NCI-60 drug combinations with 297,098 pairs across 59 cell lines. The task is: Regression. Given two drug SMILES strings and cell line genomic features, predict the synergy score measuring deviation from expected non-interaction effect. Drug 1: CC(C1=C(C=CC(=C1Cl)F)Cl)OC2=C(N=CC(=C2)C3=CN(N=C3)C4CCNCC4)N. Drug 2: C(CN)CNCCSP(=O)(O)O. Cell line: RPMI-8226. Synergy scores: CSS=19.8, Synergy_ZIP=25.0, Synergy_Bliss=28.8, Synergy_Loewe=23.6, Synergy_HSA=23.7.